This data is from Forward reaction prediction with 1.9M reactions from USPTO patents (1976-2016). The task is: Predict the product of the given reaction. Given the reactants Cl.C([N:9]1[CH2:17][C:16]2[C:15]([Cl:18])=[N:14][C:13]([Cl:19])=[N:12][C:11]=2[CH2:10]1)C1C=CC=CC=1.C(N(CC)CC)C.ClC(OC(Cl)C)=O.O, predict the reaction product. The product is: [ClH:18].[Cl:19][C:13]1[N:14]=[C:15]([Cl:18])[C:16]2[CH2:17][NH:9][CH2:10][C:11]=2[N:12]=1.